The task is: Predict the reactants needed to synthesize the given product.. This data is from Full USPTO retrosynthesis dataset with 1.9M reactions from patents (1976-2016). (1) Given the product [NH2:14][C:11]1[N:10]=[C:9]([NH2:15])[C:8]([O:7][C:6]2[C:5]([CH:17]([CH3:19])[CH3:18])=[CH:4][C:3]([O:20][CH3:21])=[C:2]([NH:1][C:31]([NH:32][C:37]3[CH:38]=[CH:39][CH:40]=[CH:41][CH:51]=3)=[O:28])[CH:16]=2)=[CH:13][N:12]=1, predict the reactants needed to synthesize it. The reactants are: [NH2:1][C:2]1[C:3]([O:20][CH3:21])=[CH:4][C:5]([CH:17]([CH3:19])[CH3:18])=[C:6]([CH:16]=1)[O:7][C:8]1[C:9]([NH2:15])=[N:10][C:11]([NH2:14])=[N:12][CH:13]=1.CC(=O)CCC(=[O:28])C.C[C:31]1[N:32]([C:37]2[C:38](OC)=[CH:39][C:40](C(C)C)=[C:41]([CH:51]=2)OC2C(N)=NC(N)=NC=2)C(C)=CC=1. (2) Given the product [C:6]([C:5]1[CH:8]=[CH:9][C:2]([CH2:46][C:45]([O:44][C:40]([CH3:43])([CH3:42])[CH3:41])=[O:48])=[C:3]([F:10])[CH:4]=1)#[N:7], predict the reactants needed to synthesize it. The reactants are: Br[C:2]1[CH:9]=[CH:8][C:5]([C:6]#[N:7])=[CH:4][C:3]=1[F:10].C1(P(C2CCCCC2)C2C=CC=CC=2C2C(N(C)C)=CC=CC=2)CCCCC1.[Cl-].[C:40]([O:44][C:45](=[O:48])[CH2:46][Zn+])([CH3:43])([CH3:42])[CH3:41]. (3) Given the product [ClH:18].[NH2:7][CH2:6][C:10](=[O:9])[CH2:11][C:12]1[CH:17]=[CH:16][C:15]([Cl:18])=[C:14]([F:19])[CH:13]=1, predict the reactants needed to synthesize it. The reactants are: C(OC([C:6]1[N:7]=C[O:9][C:10]=1[CH2:11][C:12]1[CH:17]=[CH:16][C:15]([Cl:18])=[C:14]([F:19])[CH:13]=1)=O)C.Cl. (4) Given the product [Cl:8][C:4]1[N:3]=[C:2]([C:13]2[CH:14]=[CH:15][C:10]([OH:9])=[CH:11][CH:12]=2)[CH:7]=[N:6][CH:5]=1, predict the reactants needed to synthesize it. The reactants are: Cl[C:2]1[CH:7]=[N:6][CH:5]=[C:4]([Cl:8])[N:3]=1.[OH:9][C:10]1[CH:15]=[CH:14][C:13](B(O)O)=[CH:12][CH:11]=1.C(=O)([O-])[O-].[K+].[K+].O1CCOCC1.